Dataset: TCR-epitope binding with 47,182 pairs between 192 epitopes and 23,139 TCRs. Task: Binary Classification. Given a T-cell receptor sequence (or CDR3 region) and an epitope sequence, predict whether binding occurs between them. (1) The epitope is KLFIRQEEV. The TCR CDR3 sequence is CASLISGTDTQYF. Result: 0 (the TCR does not bind to the epitope). (2) The epitope is KLPDDFTGCV. The TCR CDR3 sequence is CASSQGHQGVDEQYF. Result: 1 (the TCR binds to the epitope). (3) The TCR CDR3 sequence is CASSQGQGVETQYF. Result: 0 (the TCR does not bind to the epitope). The epitope is ELAGIGILTV. (4) The epitope is KEIDRLNEV. The TCR CDR3 sequence is CASSQPIPGAYEQYF. Result: 1 (the TCR binds to the epitope).